Dataset: Reaction yield outcomes from USPTO patents with 853,638 reactions. Task: Predict the reaction yield, written as a fraction of the theoretical maximum amount of product (1.0 means a 100% yield; for example, 0.34 means a 34% yield). (1) The reactants are P(Cl)(Cl)(Cl)(Cl)Cl.C(N1[CH2:15][N:14]([CH:16]([CH3:18])[CH3:17])[CH2:13]N(C(C)C)C1)(C)C.[Cl:22][C:23]1[CH:28]=[CH:27][C:26]([NH:29][C:30]([NH:32][C:33](=[O:42])[C:34]2[C:39]([F:40])=[CH:38][CH:37]=[CH:36][C:35]=2[F:41])=[O:31])=[CH:25][CH:24]=1.C(N([CH2:48][CH3:49])CC)C.[OH-].[Na+].Cl[CH2:53]Cl. No catalyst specified. The product is [Cl:22][C:23]1[CH:28]=[CH:27][C:26]([N:29]2[CH2:13][N:14]([C:16]3[CH:17]=[CH:49][CH:48]=[CH:53][CH:18]=3)[CH2:15][N:32]([C:33](=[O:42])[C:34]3[C:39]([F:40])=[CH:38][CH:37]=[CH:36][C:35]=3[F:41])[C:30]2=[O:31])=[CH:25][CH:24]=1. The yield is 0.160. (2) The reactants are [NH2:1][C:2]1[CH:7]=[CH:6][C:5]([C:8]2([C:11]([O:13][CH3:14])=[O:12])[CH2:10][CH2:9]2)=[CH:4][C:3]=1Br.[C:16]([Si:18]([CH3:21])([CH3:20])[CH3:19])#[CH:17]. The catalyst is CCN(CC)CC.CN(C1C=CN=CC=1)C.Cl[Pd](Cl)([P](C1C=CC=CC=1)(C1C=CC=CC=1)C1C=CC=CC=1)[P](C1C=CC=CC=1)(C1C=CC=CC=1)C1C=CC=CC=1. The product is [NH2:1][C:2]1[CH:7]=[CH:6][C:5]([C:8]2([C:11]([O:13][CH3:14])=[O:12])[CH2:10][CH2:9]2)=[CH:4][C:3]=1[C:17]#[C:16][Si:18]([CH3:21])([CH3:20])[CH3:19]. The yield is 0.560. (3) The reactants are [CH:1]([N-]C(C)C)(C)C.[Li+].[Si:9]([O:16][C:17]1[CH:22]=[CH:21][C:20]([C@H:23]2[CH2:28][CH2:27][C@H:26]([CH:29]([CH3:34])[C:30]([O:32][CH3:33])=[O:31])[CH2:25][CH2:24]2)=[CH:19][CH:18]=1)([C:12]([CH3:15])([CH3:14])[CH3:13])([CH3:11])[CH3:10].CI.[Cl-].[NH4+]. The catalyst is C1COCC1.C(OCC)(=O)C. The product is [Si:9]([O:16][C:17]1[CH:18]=[CH:19][C:20]([C@H:23]2[CH2:24][CH2:25][C@H:26]([C:29]([CH3:1])([CH3:34])[C:30]([O:32][CH3:33])=[O:31])[CH2:27][CH2:28]2)=[CH:21][CH:22]=1)([C:12]([CH3:15])([CH3:14])[CH3:13])([CH3:10])[CH3:11]. The yield is 0.870. (4) The reactants are [Cl:1][C:2]1[CH:7]=[CH:6][CH:5]=[C:4](B2OC(C)(C)C(C)(C)O2)[N:3]=1.Cl[C:18]1[N:23]=[CH:22][C:21]([C:24]2[S:28][C:27]([C:29]([N:31]3[CH2:35][CH2:34][C@@H:33]([OH:36])[CH2:32]3)=[O:30])=[N:26][N:25]=2)=[C:20]([NH:37][CH:38]([CH3:40])[CH3:39])[CH:19]=1.C([O-])([O-])=O.[K+].[K+]. The catalyst is O.O1CCOCC1.C1CCC(P(C2CCCCC2)C2CCCCC2)CC1.C1CCC(P(C2CCCCC2)C2CCCCC2)CC1.Cl[Pd]Cl. The product is [Cl:1][C:2]1[N:3]=[C:4]([C:18]2[CH:19]=[C:20]([NH:37][CH:38]([CH3:40])[CH3:39])[C:21]([C:24]3[S:28][C:27]([C:29]([N:31]4[CH2:35][CH2:34][C@@H:33]([OH:36])[CH2:32]4)=[O:30])=[N:26][N:25]=3)=[CH:22][N:23]=2)[CH:5]=[CH:6][CH:7]=1. The yield is 0.158. (5) The reactants are [CH2:1]([O:3][C:4](=[O:22])[CH2:5][C:6]1[N:7]([C:15]([O:17][C:18]([CH3:21])([CH3:20])[CH3:19])=[O:16])[C:8]2[C:13]([CH:14]=1)=[CH:12][CH:11]=[CH:10][CH:9]=2)[CH3:2].[CH3:23][Si](C)(C)N[Si](C)(C)C.[K].CI. The catalyst is C1COCC1. The product is [CH2:1]([O:3][C:4](=[O:22])[CH:5]([C:6]1[N:7]([C:15]([O:17][C:18]([CH3:21])([CH3:20])[CH3:19])=[O:16])[C:8]2[C:13]([CH:14]=1)=[CH:12][CH:11]=[CH:10][CH:9]=2)[CH3:23])[CH3:2]. The yield is 0.880.